From a dataset of Forward reaction prediction with 1.9M reactions from USPTO patents (1976-2016). Predict the product of the given reaction. (1) Given the reactants [Cl:1][C:2]1[CH:3]=[C:4]([NH:10][C:11](=[O:30])[C:12]([OH:29])([CH:23]2[CH2:28][CH2:27][CH2:26][CH2:25][CH2:24]2)[CH:13]([O:16]C2CCCCO2)[C:14]#[CH:15])[CH:5]=[CH:6][C:7]=1[C:8]#[N:9].Cl.C(=O)([O-])O.[Na+], predict the reaction product. The product is: [Cl:1][C:2]1[CH:3]=[C:4]([NH:10][C:11](=[O:30])[C:12]([OH:29])([CH:23]2[CH2:28][CH2:27][CH2:26][CH2:25][CH2:24]2)[CH:13]([OH:16])[C:14]#[CH:15])[CH:5]=[CH:6][C:7]=1[C:8]#[N:9]. (2) Given the reactants C[O:2][C:3]([C:5]1[O:6][C:7]([CH3:13])=[C:8]([C:10]([OH:12])=O)[CH:9]=1)=[O:4].F[P-](F)(F)(F)(F)F.N1(OC(N(C)C)=[N+](C)C)C2N=CC=CC=2N=N1.C(N(C(C)C)CC)(C)C.[CH3:47][O:48][C:49]1[CH:54]=[CH:53][C:52]([C:55]2[CH:60]=[CH:59][C:58]([NH2:61])=[CH:57][CH:56]=2)=[CH:51][CH:50]=1, predict the reaction product. The product is: [CH3:47][O:48][C:49]1[CH:50]=[CH:51][C:52]([C:55]2[CH:60]=[CH:59][C:58]([NH:61][C:10]([C:8]3[CH:9]=[C:5]([C:3]([OH:2])=[O:4])[O:6][C:7]=3[CH3:13])=[O:12])=[CH:57][CH:56]=2)=[CH:53][CH:54]=1. (3) Given the reactants Cl.Cl.[O:3]1[C:8]2=[CH:9][CH:10]=[CH:11][C:7]2=[CH:6][C:5]([CH:12]2[CH2:17][CH2:16][CH2:15][CH2:14][N:13]2[CH2:18][CH2:19][C@H:20]2[CH2:25][CH2:24][C@H:23]([NH2:26])[CH2:22][CH2:21]2)=[CH:4]1.[O:27]1[CH2:32][CH2:31][O:30][CH2:29][CH:28]1[CH2:33][C:34](O)=[O:35], predict the reaction product. The product is: [O:3]1[C:8]2=[CH:9][CH:10]=[CH:11][C:7]2=[CH:6][C:5]([CH:12]2[CH2:17][CH2:16][CH2:15][CH2:14][N:13]2[CH2:18][CH2:19][C@H:20]2[CH2:21][CH2:22][C@H:23]([NH:26][C:34](=[O:35])[CH2:33][CH:28]3[CH2:29][O:30][CH2:31][CH2:32][O:27]3)[CH2:24][CH2:25]2)=[CH:4]1. (4) Given the reactants [CH3:1][C:2]1([C:7]2[O:11][C:10]([CH2:12][N:13]3[CH:17]=[CH:16][C:15]([NH2:18])=[N:14]3)=[CH:9][CH:8]=2)[O:6]CCO1.[Cl:19][C:20]1[C:25]([Cl:26])=[CH:24][CH:23]=[CH:22][C:21]=1/[CH:27]=[CH:28]/[C:29](O)=[O:30], predict the reaction product. The product is: [C:2]([C:7]1[O:11][C:10]([CH2:12][N:13]2[CH:17]=[CH:16][C:15]([NH:18][C:29](=[O:30])/[CH:28]=[CH:27]/[C:21]3[CH:22]=[CH:23][CH:24]=[C:25]([Cl:26])[C:20]=3[Cl:19])=[N:14]2)=[CH:9][CH:8]=1)(=[O:6])[CH3:1]. (5) Given the reactants [CH2:1]([N:3]([CH2:40][CH3:41])[C:4]1[CH:13]=[C:12]2[C:7]([CH:8]=[C:9]([C:15]([NH:17][C:18]3[CH:19]=[C:20]([NH:32]C(=O)OC(C)(C)C)[CH:21]=[C:22]([N:24]4[C:28](=[O:29])[CH:27]=[C:26]([CH3:30])[C:25]4=[O:31])[CH:23]=3)=[O:16])[C:10](=[O:14])[O:11]2)=[CH:6][CH:5]=1)[CH3:2].C(O)(C(F)(F)F)=O, predict the reaction product. The product is: [NH2:32][C:20]1[CH:19]=[C:18]([NH:17][C:15]([C:9]2[C:10](=[O:14])[O:11][C:12]3[C:7]([CH:8]=2)=[CH:6][CH:5]=[C:4]([N:3]([CH2:40][CH3:41])[CH2:1][CH3:2])[CH:13]=3)=[O:16])[CH:23]=[C:22]([N:24]2[C:28](=[O:29])[CH:27]=[C:26]([CH3:30])[C:25]2=[O:31])[CH:21]=1.